From a dataset of Reaction yield outcomes from USPTO patents with 853,638 reactions. Predict the reaction yield, written as a fraction of the theoretical maximum amount of product (1.0 means a 100% yield; for example, 0.34 means a 34% yield). (1) The reactants are [F:1][C:2]1[CH:30]=[CH:29][CH:28]=[C:27]([F:31])[C:3]=1[O:4][C:5]1[CH:10]=[CH:9][C:8]([C:11]2[C:19]3[C:14](=[N:15][CH:16]=[N:17][C:18]=3[NH2:20])[N:13]([CH2:21][C@H:22]3[CH2:26][CH2:25][CH2:24][NH:23]3)[N:12]=2)=[CH:7][CH:6]=1.[C:32]([CH2:34][C:35](O)=[O:36])#[N:33]. The catalyst is ClCCl. The product is [NH2:20][C:18]1[N:17]=[CH:16][N:15]=[C:14]2[N:13]([CH2:21][C@H:22]3[CH2:26][CH2:25][CH2:24][N:23]3[C:35](=[O:36])[CH2:34][C:32]#[N:33])[N:12]=[C:11]([C:8]3[CH:7]=[CH:6][C:5]([O:4][C:3]4[C:27]([F:31])=[CH:28][CH:29]=[CH:30][C:2]=4[F:1])=[CH:10][CH:9]=3)[C:19]=12. The yield is 0.480. (2) The reactants are [CH3:1][O:2][CH2:3][C@H:4]([CH3:32])[O:5][C:6]1[CH:7]=[C:8]([CH:19]=[C:20]([C:22]2[NH:23][C:24]([C:27]3[S:28][CH:29]=[CH:30][N:31]=3)=[CH:25][CH:26]=2)[CH:21]=1)[O:9][C:10]1[CH:17]=[CH:16][C:13]([CH:14]=[O:15])=[CH:12][C:11]=1[CH3:18].[BH4-].[Na+].[Cl-].[NH4+]. The catalyst is CO. The product is [CH3:1][O:2][CH2:3][C@H:4]([CH3:32])[O:5][C:6]1[CH:7]=[C:8]([CH:19]=[C:20]([C:22]2[NH:23][C:24]([C:27]3[S:28][CH:29]=[CH:30][N:31]=3)=[CH:25][CH:26]=2)[CH:21]=1)[O:9][C:10]1[CH:17]=[CH:16][C:13]([CH2:14][OH:15])=[CH:12][C:11]=1[CH3:18]. The yield is 0.810. (3) The reactants are C([O:5][C:6](=[O:38])[CH:7]([NH:11][S:12]([C:15]1[CH:20]=[CH:19][C:18]([C:21]2[CH:26]=[CH:25][C:24]([O:27][C:28](=[O:37])[NH:29][C:30]3[CH:35]=[CH:34][C:33]([F:36])=[CH:32][CH:31]=3)=[CH:23][CH:22]=2)=[CH:17][CH:16]=1)(=[O:14])=[O:13])[CH:8]([CH3:10])[CH3:9])(C)(C)C.C(O)(C(F)(F)F)=O. The catalyst is ClC(Cl)C. The product is [F:36][C:33]1[CH:32]=[CH:31][C:30]([NH:29][C:28]([O:27][C:24]2[CH:23]=[CH:22][C:21]([C:18]3[CH:19]=[CH:20][C:15]([S:12]([NH:11][CH:7]([CH:8]([CH3:10])[CH3:9])[C:6]([OH:38])=[O:5])(=[O:14])=[O:13])=[CH:16][CH:17]=3)=[CH:26][CH:25]=2)=[O:37])=[CH:35][CH:34]=1. The yield is 0.890. (4) The reactants are C(O[BH-](OC(=O)C)OC(=O)C)(=O)C.[Na+].[Cl:15][C:16]1[C:17]([CH:28]=O)=[N:18][CH:19]=[C:20]([N:22]([CH2:24][CH:25]2[CH2:27][CH2:26]2)[CH3:23])[N:21]=1.[CH2:30]([NH:37][CH2:38][CH2:39][OH:40])[C:31]1[CH:36]=[CH:35][CH:34]=[CH:33][CH:32]=1.C(=O)([O-])O.[Na+]. The catalyst is C(#N)C.C(O)(=O)C. The product is [CH2:30]([N:37]([CH2:28][C:17]1[C:16]([Cl:15])=[N:21][C:20]([N:22]([CH2:24][CH:25]2[CH2:26][CH2:27]2)[CH3:23])=[CH:19][N:18]=1)[CH2:38][CH2:39][OH:40])[C:31]1[CH:36]=[CH:35][CH:34]=[CH:33][CH:32]=1. The yield is 0.860. (5) The reactants are [Cl:1][C:2]1[CH:37]=[CH:36][C:5]([CH2:6][N:7]2[C:12]([NH:13][C:14]3[CH:19]=[CH:18][C:17]([O:20][CH:21]([CH3:23])[CH3:22])=[C:16]([F:24])[CH:15]=3)=[N:11][C:10]([O:25][CH2:26][CH2:27][O:28]C3CCCCO3)=[N:9][C:8]2=[O:35])=[CH:4][CH:3]=1.O.C1(C)C=CC(S(O)(=O)=O)=CC=1.C(=O)(O)[O-].[Na+]. The catalyst is CO. The product is [Cl:1][C:2]1[CH:3]=[CH:4][C:5]([CH2:6][N:7]2[C:12]([NH:13][C:14]3[CH:19]=[CH:18][C:17]([O:20][CH:21]([CH3:23])[CH3:22])=[C:16]([F:24])[CH:15]=3)=[N:11][C:10]([O:25][CH2:26][CH2:27][OH:28])=[N:9][C:8]2=[O:35])=[CH:36][CH:37]=1. The yield is 0.830. (6) The reactants are [CH3:1][S:2]([C:5]1[CH:10]=[CH:9][C:8]([C:11]2[N:16]=[CH:15][C:14]([OH:17])=[CH:13][N:12]=2)=[CH:7][CH:6]=1)(=[O:4])=[O:3].[CH3:18][CH:19]([C:21]1[N:25]=[C:24]([N:26]2[CH2:31][CH2:30][CH:29]([CH2:32]O)[CH2:28][CH2:27]2)[O:23][N:22]=1)[CH3:20].C1C=CC(P(C2C=CC=CC=2)C2C=CC=CC=2)=CC=1.N(C(OC(C)C)=O)=NC(OC(C)C)=O. The catalyst is C1COCC1. The product is [CH3:20][CH:19]([C:21]1[N:25]=[C:24]([N:26]2[CH2:27][CH2:28][CH:29]([CH2:32][O:17][C:14]3[CH:15]=[N:16][C:11]([C:8]4[CH:7]=[CH:6][C:5]([S:2]([CH3:1])(=[O:3])=[O:4])=[CH:10][CH:9]=4)=[N:12][CH:13]=3)[CH2:30][CH2:31]2)[O:23][N:22]=1)[CH3:18]. The yield is 0.750.